This data is from Aqueous solubility values for 9,982 compounds from the AqSolDB database. The task is: Regression/Classification. Given a drug SMILES string, predict its absorption, distribution, metabolism, or excretion properties. Task type varies by dataset: regression for continuous measurements (e.g., permeability, clearance, half-life) or binary classification for categorical outcomes (e.g., BBB penetration, CYP inhibition). For this dataset (solubility_aqsoldb), we predict Y. (1) The compound is NS(=O)(=O)c1ccc([O-])c(N=Nc2c([O-])ccc3ccccc23)c1.NS(=O)(=O)c1ccc([O-])c(N=Nc2c([O-])ccc3ccccc23)c1.[Co+3].[Na+]. The Y is -2.20 log mol/L. (2) The drug is CNC(=O)c1cc(N2CC2)c([N+](=O)[O-])cc1[N+](=O)[O-]. The Y is -2.85 log mol/L. (3) The drug is Clc1cc(Cl)c(-c2cc(Cl)cc(Cl)c2Cl)c(Cl)c1. The Y is -8.71 log mol/L. (4) The drug is NCCc1c[nH]c2ccc(O)cc12. The Y is -0.945 log mol/L. (5) The drug is Clc1cc(Cl)c(-c2cc(Cl)c(Cl)cc2Cl)cc1Cl. The Y is -8.56 log mol/L. (6) The molecule is CC1=NN(c2ccccc2)C(=O)C1N=Nc1ccc(-c2ccc(N=NC3C(=O)N(c4ccccc4)N=C3C)cc2S(=O)(=O)[O-])c(S(=O)(=O)[O-])c1.[Na+].[Na+]. The Y is -1.64 log mol/L. (7) The drug is CCOC(=O)/C(=N/Nc1ccc([N+](=O)[O-])cc1)C(=O)c1nn2c(nc(=O)c3ccccc32)s1. The Y is -2.22 log mol/L. (8) The drug is Cc1ccc(C(=O)c2csc(S(N)(=O)=O)c2)cc1. The Y is -4.45 log mol/L. (9) The molecule is CCOP(=S)(OCC)Oc1nc(Cl)n(C(C)C)n1. The Y is -3.66 log mol/L. (10) The drug is CCCCNCCCC. The Y is -1.50 log mol/L.